From a dataset of Choline transporter screen with 302,306 compounds. Binary Classification. Given a drug SMILES string, predict its activity (active/inactive) in a high-throughput screening assay against a specified biological target. (1) The compound is S(c1n(c(nn1)c1ncccc1)C)CC(=O)Nc1ccc(cc1)C. The result is 0 (inactive). (2) The molecule is O=c1n2[nH]c(cc2nc(c1)c1ccccc1)c1cc(ccc1)C. The result is 0 (inactive). (3) The molecule is S=C(N(C(c1ncccc1)C)Cc1occc1)Nc1c(cccc1)C. The result is 0 (inactive).